This data is from Catalyst prediction with 721,799 reactions and 888 catalyst types from USPTO. The task is: Predict which catalyst facilitates the given reaction. (1) Reactant: [NH:1]1[CH:5]=[CH:4][C:3]([C:6]([O:8][CH2:9][CH3:10])=[O:7])=[CH:2]1.[Cl-].[Al+3].[Cl-].[Cl-].Br[CH:16]1[CH2:21][CH2:20][CH2:19][CH2:18][CH2:17]1. Product: [CH:16]1([C:5]2[NH:1][CH:2]=[C:3]([C:6]([O:8][CH2:9][CH3:10])=[O:7])[CH:4]=2)[CH2:21][CH2:20][CH2:19][CH2:18][CH2:17]1. The catalyst class is: 534. (2) Reactant: [CH3:1][O:2][C:3]1[CH:4]=[C:5]2[C:10](=[C:11]3[CH2:15][C:14]([CH3:17])([CH3:16])[O:13][C:12]=13)[C:9]([C:18]1[CH:19]=[C:20]([NH2:24])[CH:21]=[CH:22][CH:23]=1)=[N:8][C:7]([CH3:26])([CH3:25])[CH2:6]2.C(N(CC)CC)C.[C:34](Cl)(=[O:36])[CH3:35].O. Product: [CH3:1][O:2][C:3]1[CH:4]=[C:5]2[C:10](=[C:11]3[CH2:15][C:14]([CH3:17])([CH3:16])[O:13][C:12]=13)[C:9]([C:18]1[CH:19]=[C:20]([NH:24][C:34](=[O:36])[CH3:35])[CH:21]=[CH:22][CH:23]=1)=[N:8][C:7]([CH3:26])([CH3:25])[CH2:6]2. The catalyst class is: 7. (3) Reactant: C([O-])(O)=O.[Na+].[Cl:6][C:7]1[N:8]=[N:9][C:10](Cl)=[CH:11][CH:12]=1.CC1(C)C(C)(C)OB([C:22]2[CH2:27][CH2:26][N:25]([C:28]([O:30][C:31]([CH3:34])([CH3:33])[CH3:32])=[O:29])[CH2:24][CH:23]=2)O1. Product: [Cl:6][C:7]1[N:8]=[N:9][C:10]([C:22]2[CH2:27][CH2:26][N:25]([C:28]([O:30][C:31]([CH3:34])([CH3:33])[CH3:32])=[O:29])[CH2:24][CH:23]=2)=[CH:11][CH:12]=1. The catalyst class is: 104. (4) Reactant: [Li+].[Cl-].[Cl:3][C:4]1[CH:5]=[N:6][C:7]([F:18])=[C:8]([C:16]=1[F:17])[C:9]([O:11][C:12]([CH3:15])([CH3:14])[CH3:13])=[O:10].[I:19]I. Product: [Cl:3][C:4]1[C:5]([I:19])=[N:6][C:7]([F:18])=[C:8]([C:16]=1[F:17])[C:9]([O:11][C:12]([CH3:14])([CH3:15])[CH3:13])=[O:10]. The catalyst class is: 1. (5) Reactant: C([N:8](CC1C=CC=CC=1)[C:9]1[C:18]2[N:19]=[CH:20][N:21]([CH2:22][CH2:23][CH2:24][CH2:25][S:26]([C:29]3[CH:34]=[CH:33][CH:32]=[CH:31][CH:30]=3)(=[O:28])=[O:27])[C:17]=2[C:16]2[CH:15]=[CH:14][CH:13]=[CH:12][C:11]=2[N:10]=1)C1C=CC=CC=1.OS(C(F)(F)F)(=O)=O. Product: [C:29]1([S:26]([CH2:25][CH2:24][CH2:23][CH2:22][N:21]2[C:17]3[C:16]4[CH:15]=[CH:14][CH:13]=[CH:12][C:11]=4[N:10]=[C:9]([NH2:8])[C:18]=3[N:19]=[CH:20]2)(=[O:28])=[O:27])[CH:34]=[CH:33][CH:32]=[CH:31][CH:30]=1. The catalyst class is: 4. (6) Reactant: [Cl:1][C:2]1[N:7]=[C:6]([C:8]2[NH:9][C:10]3[C:15]([CH:16]=2)=[C:14]([F:17])[CH:13]=[CH:12][CH:11]=3)[C:5]([OH:18])=[CH:4][CH:3]=1.[CH:19]1[CH:24]=[CH:23][C:22]([CH2:25]Br)=[CH:21][CH:20]=1.C([O-])([O-])=O.[K+].[K+]. Product: [CH2:25]([O:18][C:5]1[C:6]([C:8]2[NH:9][C:10]3[C:15]([CH:16]=2)=[C:14]([F:17])[CH:13]=[CH:12][CH:11]=3)=[N:7][C:2]([Cl:1])=[CH:3][CH:4]=1)[C:22]1[CH:23]=[CH:24][CH:19]=[CH:20][CH:21]=1. The catalyst class is: 18.